Dataset: Full USPTO retrosynthesis dataset with 1.9M reactions from patents (1976-2016). Task: Predict the reactants needed to synthesize the given product. (1) Given the product [CH3:12][S:13][CH2:14][C:15]1[CH:19]=[CH:18][O:17][C:16]=1[CH:1]=[O:20], predict the reactants needed to synthesize it. The reactants are: [CH3:1][N+](C)=CCl.[Cl-].P(Cl)(Cl)(Cl)=O.[CH3:12][S:13][CH2:14][C:15]1[CH:19]=[CH:18][O:17][CH:16]=1.[OH-:20].[Na+]. (2) Given the product [OH:1][CH:2]([C@H:4]1[CH2:5][NH:6][CH2:7][C@@H:8]([N:10]([CH2:11][CH:12]([CH3:14])[CH3:13])[C:15]([C:17]2[N:18]=[N:19][N:20]([C:28]3[CH:33]=[CH:32][CH:31]=[CH:30][C:29]=3[CH3:34])[C:21]=2[CH2:22][O:23][CH2:24][CH2:25][O:26][CH3:27])=[O:16])[CH2:9]1)[CH3:3], predict the reactants needed to synthesize it. The reactants are: [OH:1][CH:2]([C@@H:4]1[CH2:9][C@H:8]([N:10]([C:15]([C:17]2[N:18]=[N:19][N:20]([C:28]3[CH:33]=[CH:32][CH:31]=[CH:30][C:29]=3[CH3:34])[C:21]=2[CH2:22][O:23][CH2:24][CH2:25][O:26][CH3:27])=[O:16])[CH2:11][CH:12]([CH3:14])[CH3:13])[CH2:7][N:6](C(OC(C)(C)C)=O)[CH2:5]1)[CH3:3]. (3) Given the product [Cl:28][C:17]1[CH:16]=[C:15]([NH:14][C:6]2[C:5]3[C:10](=[CH:11][C:2](/[CH:35]=[CH:34]/[CH2:33][CH2:32][N:31]([CH2:49][CH3:50])[CH2:29][CH3:30])=[CH:3][CH:4]=3)[N:9]=[CH:8][C:7]=2[C:12]#[N:13])[CH:20]=[CH:19][C:18]=1[S:21][C:22]1[N:23]([CH3:27])[CH:24]=[CH:25][N:26]=1, predict the reactants needed to synthesize it. The reactants are: Br[C:2]1[CH:11]=[C:10]2[C:5]([C:6]([NH:14][C:15]3[CH:20]=[CH:19][C:18]([S:21][C:22]4[N:23]([CH3:27])[CH:24]=[CH:25][N:26]=4)=[C:17]([Cl:28])[CH:16]=3)=[C:7]([C:12]#[N:13])[CH:8]=[N:9]2)=[CH:4][CH:3]=1.[CH2:29]([N:31]([CH2:49][CH3:50])[CH2:32][CH2:33]/[CH:34]=[CH:35]/[Sn](CCCC)(CCCC)CCCC)[CH3:30]. (4) The reactants are: [F:1][C:2]1[CH:7]=[CH:6][C:5]([C:8]2([C:14]([OH:16])=O)[CH2:13][CH2:12][CH2:11][CH2:10][CH2:9]2)=[CH:4][CH:3]=1.[NH2:17][CH2:18][CH2:19][CH2:20][N:21]1[CH2:26][CH2:25][CH:24]([C:27]2[CH:28]=[C:29]([NH:33][C:34](=[O:38])[CH2:35][CH2:36][CH3:37])[CH:30]=[CH:31][CH:32]=2)[CH2:23][CH2:22]1. Given the product [C:34]([NH:33][C:29]1[CH:28]=[C:27]([CH:24]2[CH2:25][CH2:26][N:21]([CH2:20][CH2:19][CH2:18][NH:17][C:14]([C:8]3([C:5]4[CH:4]=[CH:3][C:2]([F:1])=[CH:7][CH:6]=4)[CH2:9][CH2:10][CH2:11][CH2:12][CH2:13]3)=[O:16])[CH2:22][CH2:23]2)[CH:32]=[CH:31][CH:30]=1)(=[O:38])[CH2:35][CH2:36][CH3:37], predict the reactants needed to synthesize it. (5) Given the product [CH3:19][S:20]([O:1][CH2:2][CH2:3][C:4]1[CH:9]=[CH:8][CH:7]=[C:6]([C:10]2[N:11]=[C:12]([NH:15][C:16](=[O:18])[CH3:17])[S:13][CH:14]=2)[CH:5]=1)(=[O:22])=[O:21], predict the reactants needed to synthesize it. The reactants are: [OH:1][CH2:2][CH2:3][C:4]1[CH:5]=[C:6]([C:10]2[N:11]=[C:12]([NH:15][C:16](=[O:18])[CH3:17])[S:13][CH:14]=2)[CH:7]=[CH:8][CH:9]=1.[CH3:19][S:20](Cl)(=[O:22])=[O:21].C(N(CC)CC)C.O. (6) The reactants are: [C:1]([C:3]1[CH:12]=[CH:11][C:6]([C:7]([O:9][CH3:10])=[O:8])=[C:5]([O:13][CH3:14])[CH:4]=1)#[N:2].[NH2:15][OH:16]. Given the product [NH2:2][C:1](=[N:15][OH:16])[C:3]1[CH:12]=[CH:11][C:6]([C:7]([O:9][CH3:10])=[O:8])=[C:5]([O:13][CH3:14])[CH:4]=1, predict the reactants needed to synthesize it. (7) The reactants are: [CH2:1]([NH:8][C:9](=O)[C:10](F)(F)F)[C:2]1[CH:7]=[CH:6][CH:5]=[CH:4][CH:3]=1.[O-]P([O-])([O-])=O.[K+].[K+].[K+].I[C:24]1[CH:29]=CC=[CH:26][CH:25]=1.C(O)CO.CCCCCCCCCCCC.N. Given the product [C:9]1([NH:8][CH2:1][C:2]2[CH:7]=[CH:6][CH:5]=[CH:4][CH:3]=2)[CH:10]=[CH:26][CH:25]=[CH:24][CH:29]=1, predict the reactants needed to synthesize it.